From a dataset of Forward reaction prediction with 1.9M reactions from USPTO patents (1976-2016). Predict the product of the given reaction. (1) The product is: [Cl:16][CH2:15][C@H:17]([OH:19])[CH2:18][C:2]1[CH:3]=[CH:4][C:5]([Cl:9])=[C:6]([CH3:8])[CH:7]=1. Given the reactants Br[C:2]1[CH:3]=[CH:4][C:5]([Cl:9])=[C:6]([CH3:8])[CH:7]=1.C([Li])(C)(C)C.[CH2:15]([C@@H:17]1[O:19][CH2:18]1)[Cl:16], predict the reaction product. (2) Given the reactants [CH3:1][O:2][C:3](=[O:17])[CH:4]([O:15][CH3:16])[CH2:5][C:6]1[CH:11]=[CH:10][C:9]([OH:12])=[C:8]([O:13][CH3:14])[CH:7]=1.C([Si](C)(C)[O:23][CH2:24][CH2:25][CH2:26]O)(C)(C)C.CC(OC(/N=N/C(OC(C)C)=O)=O)C, predict the reaction product. The product is: [CH3:1][O:2][C:3](=[O:17])[CH:4]([O:15][CH3:16])[CH2:5][C:6]1[CH:11]=[CH:10][C:9]([O:12][CH2:26][CH2:25][CH2:24][OH:23])=[C:8]([O:13][CH3:14])[CH:7]=1. (3) The product is: [F:27][C:22]1[CH:21]=[C:20]([CH:18]([OH:19])[C:12]2[N:8]3[CH2:9][CH2:10][O:11][C:5]4[CH:4]=[C:3]([F:29])[C:2]([C:33]#[C:32][C:31]([OH:35])([CH3:34])[CH3:30])=[CH:28][C:6]=4[C:7]3=[N:14][C:13]=2[C:15]([NH2:17])=[O:16])[CH:25]=[C:24]([F:26])[CH:23]=1. Given the reactants Br[C:2]1[C:3]([F:29])=[CH:4][C:5]2[O:11][CH2:10][CH2:9][N:8]3[C:12]([CH:18]([C:20]4[CH:25]=[C:24]([F:26])[CH:23]=[C:22]([F:27])[CH:21]=4)[OH:19])=[C:13]([C:15]([NH2:17])=[O:16])[N:14]=[C:7]3[C:6]=2[CH:28]=1.[CH3:30][C:31]([OH:35])([CH3:34])[C:32]#[CH:33], predict the reaction product.